The task is: Predict the reactants needed to synthesize the given product.. This data is from Full USPTO retrosynthesis dataset with 1.9M reactions from patents (1976-2016). (1) Given the product [C:9]([CH:11]([C:17]1([CH3:2])[CH2:18][CH2:19][N:20]([C:23]([O:25][C:26]([CH3:28])([CH3:27])[CH3:29])=[O:24])[CH2:21][CH2:22]1)[C:12]([O:14][CH2:15][CH3:16])=[O:13])#[N:10], predict the reactants needed to synthesize it. The reactants are: [Cu](C#N)[C:2]#N.C[Mg]I.[C:9]([C:11](=[C:17]1[CH2:22][CH2:21][N:20]([C:23]([O:25][C:26]([CH3:29])([CH3:28])[CH3:27])=[O:24])[CH2:19][CH2:18]1)[C:12]([O:14][CH2:15][CH3:16])=[O:13])#[N:10]. (2) The reactants are: [F:1][C:2]([F:22])([F:21])[C:3]([N:5]1[CH2:10][CH2:9][CH:8]([C:11]2[CH:16]=[CH:15][C:14]([S:17](Cl)(=[O:19])=[O:18])=[CH:13][CH:12]=2)[CH2:7][CH2:6]1)=[O:4].[NH2:23][C:24]1[CH:29]=[CH:28][N:27]=[CH:26][N:25]=1.C1N2CCN(CC2)C1. Given the product [N:27]1[CH:28]=[CH:29][C:24]([NH:23][S:17]([C:14]2[CH:15]=[CH:16][C:11]([CH:8]3[CH2:9][CH2:10][N:5]([C:3](=[O:4])[C:2]([F:22])([F:21])[F:1])[CH2:6][CH2:7]3)=[CH:12][CH:13]=2)(=[O:19])=[O:18])=[N:25][CH:26]=1, predict the reactants needed to synthesize it. (3) Given the product [C:1]([NH:4][C:5]1[CH:6]=[CH:7][C:8]([S:11][C:12]2[N:21]=[C:20]([NH:22][C:23]3[NH:24][N:25]=[C:26]([CH3:28])[CH:27]=3)[C:19]3[C:14](=[CH:15][C:16]([NH2:29])=[CH:17][CH:18]=3)[N:13]=2)=[CH:9][CH:10]=1)(=[O:3])[CH3:2], predict the reactants needed to synthesize it. The reactants are: [C:1]([NH:4][C:5]1[CH:10]=[CH:9][C:8]([S:11][C:12]2[N:21]=[C:20]([NH:22][C:23]3[NH:24][N:25]=[C:26]([CH3:28])[CH:27]=3)[C:19]3[C:14](=[CH:15][C:16]([N+:29]([O-])=O)=[CH:17][CH:18]=3)[N:13]=2)=[CH:7][CH:6]=1)(=[O:3])[CH3:2].